Predict the reactants needed to synthesize the given product. From a dataset of Full USPTO retrosynthesis dataset with 1.9M reactions from patents (1976-2016). Given the product [Cl:21][C:22]1[CH:27]=[C:26]([C:2]2[N:7]=[C:6]([CH:8]([F:10])[F:9])[CH:5]=[C:4]([C:11]3[CH:12]=[N:13][C:14]([C:17]([F:20])([F:19])[F:18])=[CH:15][CH:16]=3)[N:3]=2)[CH:25]=[CH:24][N:23]=1, predict the reactants needed to synthesize it. The reactants are: Cl[C:2]1[N:7]=[C:6]([CH:8]([F:10])[F:9])[CH:5]=[C:4]([C:11]2[CH:12]=[N:13][C:14]([C:17]([F:20])([F:19])[F:18])=[CH:15][CH:16]=2)[N:3]=1.[Cl:21][C:22]1[CH:27]=[C:26](B(O)O)[CH:25]=[CH:24][N:23]=1.